Dataset: Full USPTO retrosynthesis dataset with 1.9M reactions from patents (1976-2016). Task: Predict the reactants needed to synthesize the given product. (1) Given the product [CH2:1]([N:5]([C:6]1[C:7]([CH3:22])=[C:8]([C:12]2[CH:13]=[CH:14][C:15]([C:18]([F:19])([F:20])[F:21])=[CH:16][CH:17]=2)[CH:9]=[CH:10][CH:11]=1)[S:24]([C:27]1[CH:39]=[CH:38][C:30]([O:31][CH2:32][C:33]([O:35][CH2:36][CH3:37])=[O:34])=[C:29]([CH3:40])[CH:28]=1)(=[O:26])=[O:25])[CH2:2][CH2:3][CH3:4], predict the reactants needed to synthesize it. The reactants are: [CH2:1]([NH:5][C:6]1[C:7]([CH3:22])=[C:8]([C:12]2[CH:17]=[CH:16][C:15]([C:18]([F:21])([F:20])[F:19])=[CH:14][CH:13]=2)[CH:9]=[CH:10][CH:11]=1)[CH2:2][CH2:3][CH3:4].Cl[S:24]([C:27]1[CH:39]=[CH:38][C:30]([O:31][CH2:32][C:33]([O:35][CH2:36][CH3:37])=[O:34])=[C:29]([CH3:40])[CH:28]=1)(=[O:26])=[O:25].C(N(CC)CC)C. (2) Given the product [Cl:1][C:2]1[CH:3]=[C:4]([C:5](=[O:6])[NH:7][CH2:8][C:9]2[CH:14]=[C:13]([Cl:15])[CH:12]=[CH:11][C:10]=2[S:16]([CH2:19][CH3:20])(=[O:18])=[O:17])[CH:21]=[C:22]([C:31]([F:32])([F:34])[F:33])[C:23]=1[CH2:24][N:25]1[CH2:30][CH2:29][N:28]([CH2:36][CH2:37][NH:38][C:39](=[O:45])[O:40][C:41]([CH3:44])([CH3:43])[CH3:42])[CH2:27][CH2:26]1, predict the reactants needed to synthesize it. The reactants are: [Cl:1][C:2]1[CH:3]=[C:4]([CH:21]=[C:22]([C:31]([F:34])([F:33])[F:32])[C:23]=1[CH2:24][N:25]1[CH2:30][CH2:29][NH:28][CH2:27][CH2:26]1)[C:5]([NH:7][CH2:8][C:9]1[CH:14]=[C:13]([Cl:15])[CH:12]=[CH:11][C:10]=1[S:16]([CH2:19][CH3:20])(=[O:18])=[O:17])=[O:6].Br[CH2:36][CH2:37][NH:38][C:39](=[O:45])[O:40][C:41]([CH3:44])([CH3:43])[CH3:42]. (3) Given the product [CH3:8][C:5]1[CH:6]=[CH:7][C:2]([C:13]([CH3:17])=[CH2:12])=[C:3]([N+:9]([O-:11])=[O:10])[CH:4]=1, predict the reactants needed to synthesize it. The reactants are: Cl[C:2]1[CH:7]=[CH:6][C:5]([CH3:8])=[CH:4][C:3]=1[N+:9]([O-:11])=[O:10].[CH3:12][C:13]1(C)[C:17](C)(C)OB(C(C)=C)O1.C(=O)([O-])[O-].[Na+].[Na+]. (4) Given the product [Br:6][C:7]1[CH:12]=[C:11]([Cl:13])[CH:10]=[CH:9][C:8]=1[S:17][CH3:16], predict the reactants needed to synthesize it. The reactants are: F[B-](F)(F)F.[Br:6][C:7]1[CH:12]=[C:11]([Cl:13])[CH:10]=[CH:9][C:8]=1[N+]#N.[CH3:16][S-:17].[Na+].N#N. (5) Given the product [Br:1][C:2]1[CH:3]=[N:4][N:5]([CH:10]2[CH2:13][CH2:12][CH2:11]2)[CH:6]=1, predict the reactants needed to synthesize it. The reactants are: [Br:1][C:2]1[CH:3]=[N:4][NH:5][CH:6]=1.[H-].[Na+].Br[CH:10]1[CH2:13][CH2:12][CH2:11]1. (6) Given the product [C:1]([C:5]1[CH:14]=[C:13]2[C:8]([C:9](=[O:45])[N:10]([C:15]3[CH:20]=[CH:19][CH:18]=[C:17]([C:21]4[CH:26]=[C:25]([NH:27][C:28]5[CH:33]=[CH:32][C:31]([C:34]([N:36]6[CH2:41][CH2:40][O:39][CH2:38][CH2:37]6)=[O:35])=[CH:30][N:29]=5)[C:24](=[O:42])[N:23]([CH3:43])[N:22]=4)[C:16]=3[CH3:44])[CH2:11][NH:12]2)=[CH:7][CH:6]=1)([CH3:4])([CH3:3])[CH3:2], predict the reactants needed to synthesize it. The reactants are: [C:1]([C:5]1[CH:14]=[C:13]2[C:8]([C:9](=[O:45])[N:10]([C:15]3[CH:20]=[CH:19][CH:18]=[C:17]([C:21]4[CH:26]=[C:25]([NH:27][C:28]5[CH:33]=[CH:32][C:31]([C:34]([N:36]6[CH2:41][CH2:40][O:39][CH2:38][CH2:37]6)=[O:35])=[CH:30][N:29]=5)[C:24](=[O:42])[N:23]([CH3:43])[N:22]=4)[C:16]=3[CH3:44])[CH:11]=[N:12]2)=[CH:7][CH:6]=1)([CH3:4])([CH3:3])[CH3:2].C([BH3-])#N.[Na+].